This data is from Full USPTO retrosynthesis dataset with 1.9M reactions from patents (1976-2016). The task is: Predict the reactants needed to synthesize the given product. (1) Given the product [CH2:1]([N:8]1[CH2:13][CH2:12][CH:11]([NH:14][C:15]([C:17]2[C:25]3[C:20](=[CH:21][CH:22]=[CH:23][CH:24]=3)[N:19]([CH:28]([CH3:30])[CH3:29])[N:18]=2)=[O:16])[CH2:10][CH2:9]1)[C:2]1[CH:3]=[CH:4][CH:5]=[CH:6][CH:7]=1, predict the reactants needed to synthesize it. The reactants are: [CH2:1]([N:8]1[CH2:13][CH2:12][CH:11]([NH:14][C:15]([C:17]2[C:25]3[C:20](=[CH:21][CH:22]=[CH:23][CH:24]=3)[NH:19][N:18]=2)=[O:16])[CH2:10][CH2:9]1)[C:2]1[CH:7]=[CH:6][CH:5]=[CH:4][CH:3]=1.[H-].[Na+].[CH:28](Br)([CH3:30])[CH3:29]. (2) Given the product [CH3:9][O:10][CH:11]([O:14][CH3:15])[CH2:12][NH:6][CH2:5][CH2:4][C:3]([F:8])([F:7])[F:2], predict the reactants needed to synthesize it. The reactants are: Cl.[F:2][C:3]([F:8])([F:7])[CH2:4][CH2:5][NH2:6].[CH3:9][O:10][CH:11]([O:14][CH3:15])[CH:12]=O.C(=O)(O)[O-].[Na+].